This data is from Catalyst prediction with 721,799 reactions and 888 catalyst types from USPTO. The task is: Predict which catalyst facilitates the given reaction. (1) Reactant: COC(C1[NH:6][C:7]2[CH:8]=[C:9]([NH:19][C:20]([O:22][C:23]([CH3:26])([CH3:25])[CH3:24])=[O:21])[CH:10]=[C:11]3[C:17](=[O:18])[NH:16][N:15]=[CH:14][C:13]=1[C:12]=23)=O.[Cl:27]N1C(=O)CCC1=O.O.[CH:36]([Cl:39])(Cl)Cl. The catalyst class is: 9. Product: [C:23]([O:22][C:20](=[O:21])[NH:19][C:9]1[CH:10]=[C:11]2[C:17](=[O:18])[NH:16][N:15]=[CH:14][C:13]3=[C:36]([Cl:39])[NH:6][C:7]([C:8]=1[Cl:27])=[C:12]23)([CH3:26])([CH3:25])[CH3:24]. (2) Reactant: [Cl:1][C:2]1[CH:7]=[CH:6][C:5](I)=[CH:4][CH:3]=1.[NH:9]1[CH:13]=[CH:12][C:11]([C:14]([O:16][CH3:17])=[O:15])=[N:10]1.N1CCC[C@H]1C(O)=O.C([O-])([O-])=O.[K+].[K+]. Product: [Cl:1][C:2]1[CH:7]=[CH:6][C:5]([N:9]2[CH:13]=[CH:12][C:11]([C:14]([O:16][CH3:17])=[O:15])=[N:10]2)=[CH:4][CH:3]=1. The catalyst class is: 16. (3) Reactant: [Cl:1][C:2]1[CH:10]=[CH:9][C:8]([C:11]2[C:12]([C@@H:23]([NH:33]C(=O)OC(C)(C)C)[CH2:24][C:25]3[CH:30]=[C:29]([F:31])[CH:28]=[C:27]([F:32])[CH:26]=3)=[N:13][C:14]([C:17]#[C:18][C:19]([OH:22])([CH3:21])[CH3:20])=[CH:15][CH:16]=2)=[C:7]2[C:3]=1[C:4]([NH:42][S:43]([CH3:45])=[O:44])=[N:5][N:6]2[CH3:41].FC(F)(F)C(O)=O. Product: [NH2:33][C@H:23]([C:12]1[C:11]([C:8]2[CH:9]=[CH:10][C:2]([Cl:1])=[C:3]3[C:7]=2[N:6]([CH3:41])[N:5]=[C:4]3[NH:42][S:43]([CH3:45])=[O:44])=[CH:16][CH:15]=[C:14]([C:17]#[C:18][C:19]([OH:22])([CH3:20])[CH3:21])[N:13]=1)[CH2:24][C:25]1[CH:26]=[C:27]([F:32])[CH:28]=[C:29]([F:31])[CH:30]=1. The catalyst class is: 2. (4) Product: [CH3:29][CH:26]1[CH2:25][C:24]2[CH:23]=[C:22]([O:30][C:31]([F:34])([F:32])[F:33])[CH:21]=[C:20]([C@H:18]3[CH2:17][O:16][C@:15]4([CH2:14][CH2:13][C@H:12]5[NH:8][C@@:9]4([C:44]4[CH:45]=[CH:46][CH:47]=[CH:48][CH:49]=4)[CH2:10][CH:11]5[S:35]([C:38]4[CH:43]=[CH:42][CH:41]=[CH:40][CH:39]=4)(=[O:36])=[O:37])[CH2:19]3)[C:28]=2[O:27]1. The catalyst class is: 63. Reactant: C([N:8]1[C@@H:12]2[CH2:13][CH2:14][C@@:15]3([CH2:19][C@@H:18]([C:20]4[C:28]5[O:27][CH:26]([CH3:29])[CH2:25][C:24]=5[CH:23]=[C:22]([O:30][C:31]([F:34])([F:33])[F:32])[CH:21]=4)[CH2:17][O:16]3)[C@:9]1([C:44]1[CH:49]=[CH:48][CH:47]=[CH:46][CH:45]=1)[CH2:10][CH:11]2[S:35]([C:38]1[CH:43]=[CH:42][CH:41]=[CH:40][CH:39]=1)(=[O:37])=[O:36])C1C=CC=CC=1.